This data is from Reaction yield outcomes from USPTO patents with 853,638 reactions. The task is: Predict the reaction yield, written as a fraction of the theoretical maximum amount of product (1.0 means a 100% yield; for example, 0.34 means a 34% yield). (1) The reactants are [CH:1]([C:3]1[CH:8]=[CH:7][C:6]([C:9]2[CH:14]=[CH:13][CH:12]=[C:11](CCC(OCC)=O)[C:10]=2[O:22][CH2:23][CH2:24][CH2:25][O:26][CH3:27])=[CH:5][CH:4]=1)=O.[C:28]([OH:31])(=[O:30])[CH3:29].[NH:32]1[CH2:37][CH2:36][CH2:35][CH2:34][CH2:33]1.[C:38](O[BH-](OC(=O)C)OC(=O)C)(=O)[CH3:39].[Na+].[C:52](=O)(O)[O-].[Na+]. The catalyst is ClC(Cl)C. The product is [CH3:27][O:26][CH2:25][CH2:24][CH2:23][O:22][C:10]1[CH:11]=[C:12]([CH2:52][CH2:29][C:28]([O:31][CH2:38][CH3:39])=[O:30])[CH:13]=[CH:14][C:9]=1[C:6]1[CH:7]=[CH:8][C:3]([CH2:1][N:32]2[CH2:37][CH2:36][CH2:35][CH2:34][CH2:33]2)=[CH:4][CH:5]=1. The yield is 0.800. (2) The reactants are Cl.[CH:2]1([C:8]2[C:16]3[C:11](=[CH:12][C:13]([C:17]([O:19][CH3:20])=[O:18])=[CH:14][CH:15]=3)[N:10]([CH2:21][CH:22]3OCC[O:23]3)[C:9]=2[C:27]2[CH:32]=[CH:31][C:30]([O:33][CH3:34])=[CH:29][C:28]=2[CH2:35][NH:36][CH3:37])[CH2:7][CH2:6][CH2:5][CH2:4][CH2:3]1. The catalyst is C1COCC1. The product is [CH:2]1([C:8]2[C:16]3[C:11](=[CH:12][C:13]([C:17]([O:19][CH3:20])=[O:18])=[CH:14][CH:15]=3)[N:10]([CH2:21][CH:22]=[O:23])[C:9]=2[C:27]2[CH:32]=[CH:31][C:30]([O:33][CH3:34])=[CH:29][C:28]=2[CH2:35][NH:36][CH3:37])[CH2:7][CH2:6][CH2:5][CH2:4][CH2:3]1. The yield is 1.00. (3) The reactants are [Br:1][C:2]1[CH:3]=[C:4]([CH:29]=[CH:30][CH:31]=1)[CH2:5][NH:6][C:7]1[CH:8]=[C:9]([N:16]2[CH2:21][CH2:20][N:19](C(OC(C)(C)C)=O)[CH2:18][CH2:17]2)[CH:10]=[CH:11][C:12]=1[N+:13]([O-:15])=[O:14].[ClH:32]. The catalyst is ClCCl.C(OCC)C. The product is [ClH:32].[ClH:32].[Br:1][C:2]1[CH:3]=[C:4]([CH:29]=[CH:30][CH:31]=1)[CH2:5][NH:6][C:7]1[CH:8]=[C:9]([N:16]2[CH2:21][CH2:20][NH:19][CH2:18][CH2:17]2)[CH:10]=[CH:11][C:12]=1[N+:13]([O-:15])=[O:14]. The yield is 0.390. (4) The reactants are [N:1]1([S:10]([C:13]2[CH:23]=[CH:22][C:16]3[CH2:17][CH2:18][NH:19][CH2:20][CH2:21][C:15]=3[CH:14]=2)(=[O:12])=[O:11])[C:9]2[C:4](=[CH:5][CH:6]=[CH:7][CH:8]=2)[CH:3]=[CH:2]1.I[CH2:25][CH3:26]. No catalyst specified. The product is [CH2:25]([N:19]1[CH2:20][CH2:21][C:15]2[CH:14]=[C:13]([S:10]([N:1]3[C:9]4[C:4](=[CH:5][CH:6]=[CH:7][CH:8]=4)[CH:3]=[CH:2]3)(=[O:11])=[O:12])[CH:23]=[CH:22][C:16]=2[CH2:17][CH2:18]1)[CH3:26]. The yield is 0.540. (5) The reactants are Cl[C:2]1[CH:3]=[C:4]2[C:8](=[CH:9][CH:10]=1)[NH:7][CH:6]=[C:5]2[C:11]1[CH2:16][CH2:15][N:14]([C:17]([O:19][C:20]([CH3:23])([CH3:22])[CH3:21])=[O:18])[CH2:13][CH:12]=1.C([O-])=O.[NH4+]. The catalyst is CO.[Pd]. The product is [NH:7]1[C:8]2[C:4](=[CH:3][CH:2]=[CH:10][CH:9]=2)[C:5]([CH:11]2[CH2:16][CH2:15][N:14]([C:17]([O:19][C:20]([CH3:23])([CH3:22])[CH3:21])=[O:18])[CH2:13][CH2:12]2)=[CH:6]1. The yield is 0.610.